Dataset: Forward reaction prediction with 1.9M reactions from USPTO patents (1976-2016). Task: Predict the product of the given reaction. (1) Given the reactants Br[C:2]1[C:3]([O:29][CH3:30])=[CH:4][C:5]2[N:9]=[CH:8][N:7]([CH2:10][C:11]3[CH:27]=[CH:26][C:14]4[N:15]=[C:16]([NH:18][C@@H:19]5[CH2:24][CH2:23][CH2:22][CH2:21][C@H:20]5[OH:25])[S:17][C:13]=4[CH:12]=3)[C:6]=2[CH:28]=1.[CH3:31][N:32](C=O)C, predict the reaction product. The product is: [OH:25][C@@H:20]1[CH2:21][CH2:22][CH2:23][CH2:24][C@H:19]1[NH:18][C:16]1[S:17][C:13]2[CH:12]=[C:11]([CH2:10][N:7]3[C:6]4[CH:28]=[C:2]([C:31]#[N:32])[C:3]([O:29][CH3:30])=[CH:4][C:5]=4[N:9]=[CH:8]3)[CH:27]=[CH:26][C:14]=2[N:15]=1. (2) Given the reactants [Cl:1][C:2]1[N:3]=[C:4](Cl)[C:5]2[CH2:10][CH2:9][CH:8]([C:11]3[CH:16]=[C:15]([F:17])[CH:14]=[C:13]([F:18])[CH:12]=3)[C:6]=2[N:7]=1.[CH3:20][NH2:21], predict the reaction product. The product is: [Cl:1][C:2]1[N:3]=[C:4]([NH:21][CH3:20])[C:5]2[CH2:10][CH2:9][CH:8]([C:11]3[CH:16]=[C:15]([F:17])[CH:14]=[C:13]([F:18])[CH:12]=3)[C:6]=2[N:7]=1. (3) Given the reactants [Br:1][C:2]1[N:7]=[C:6]([CH2:8][OH:9])[CH:5]=[CH:4][CH:3]=1.[CH3:10][C:11]1[CH:16]=[CH:15][C:14]([S:17](Cl)(=[O:19])=[O:18])=[CH:13][CH:12]=1.[NH4+].[Cl-], predict the reaction product. The product is: [CH3:10][C:11]1[CH:16]=[CH:15][C:14]([S:17]([O:9][CH2:8][C:6]2[CH:5]=[CH:4][CH:3]=[C:2]([Br:1])[N:7]=2)(=[O:19])=[O:18])=[CH:13][CH:12]=1. (4) Given the reactants O[C:2]1[C:3]([C:11]2([CH2:26][OH:27])[C:19]3[C:14](=[CH:15][CH:16]=[CH:17][CH:18]=3)[N:13]([CH2:20][CH2:21][CH2:22][CH2:23][CH3:24])[C:12]2=[O:25])=[CH:4][C:5]2[O:9][CH2:8][O:7][C:6]=2[CH:10]=1.C1(CCN2C3C(=CC=CC=3)C(C3C(O)=CC4OCOC=4C=3)(CO)C2=O)CC1, predict the reaction product. The product is: [CH2:20]([N:13]1[C:14]2[C:19](=[CH:18][CH:17]=[CH:16][CH:15]=2)[C:11]2([C:3]3=[CH:4][C:5]4[O:9][CH2:8][O:7][C:6]=4[CH:10]=[C:2]3[O:27][CH2:26]2)[C:12]1=[O:25])[CH2:21][CH2:22][CH2:23][CH3:24].